Dataset: Drug-target binding data from BindingDB using IC50 measurements. Task: Regression. Given a target protein amino acid sequence and a drug SMILES string, predict the binding affinity score between them. We predict pIC50 (pIC50 = -log10(IC50 in M); higher means more potent). Dataset: bindingdb_ic50. (1) The drug is Cc1cc(C)c(CNC(=O)c2cc(-c3ccc(N4CCN(C)CC4)nc3)cc3c2cnn3C(C)C)c(=O)[nH]1. The target protein (Q53H47) has sequence MFAEAAKTTRPCGMAEFKEKPEAPTEQLDVACGQENLPVGAWPPGAAPAPFQYTPDHVVGPGADIDPTQITFPGCICVKTPCLPGTCSCLRHGENYDDNSCLRDIGSGGKYAEPVFECNVLCRCSDHCRNRVVQKGLQFHFQVFKTHKKGWGLRTLEFIPKGRFVCEYAGEVLGFSEVQRRIHLQTKSDSNYIIAIREHVYNGQVMETFVDPTYIGNIGRFLNHSCEPNLLMIPVRIDSMVPKLALFAAKDIVPEEELSYDYSGRYLNLTVSEDKERLDHGKLRKPCYCGAKSCTAFLPFDSSLYCPVEKSNISCGNEKEPSMCGSAPSVFPSCKRLTLETMKMMLDKKQIRAIFLFEFKMGRKAAETTRNINNAFGPGTANERTVQWWFKKFCKGDESLEDEERSGRPSEVDNDQLRAIIEADPLTTTREVAEELNVNHSTVVRHLKQIGKVKKLDKWVPHELTENQKNRRFEVSSSLILRNHNEPFLDRIVTCDEKWI.... The pIC50 is 4.0. (2) The compound is NC(=O)c1nc(-c2ccncc2)sc1NC(=O)c1cc[nH]n1. The target protein (Q14164) has sequence MQSTANYLWHTDDLLGQGATASVYKARNKKSGELVAVKVFNTTSYLRPREVQVREFEVLRKLNHQNIVKLFAVEETGGSRQKVLVMEYCSSGSLLSVLESPENAFGLPEDEFLVVLRCVVAGMNHLRENGIVHRDIKPGNIMRLVGEEGQSIYKLTDFGAARELDDDEKFVSVYGTEEYLHPDMYERAVLRKPQQKAFGVTVDLWSIGVTLYHAATGSLPFIPFGGPRRNKEIMYRITTEKPAGAIAGAQRRENGPLEWSYTLPITCQLSLGLQSQLVPILANILEVEQAKCWGFDQFFAETSDILQRVVVHVFSLSQAVLHHIYIHAHNTIAIFQEAVHKQTSVAPRHQEYLFEGHLCVLEPSVSAQHIAHTTASSPLTLFSTAIPKGLAFRDPALDVPKFVPKVDLQADYNTAKGVLGAGYQALRLARALLDGQELMFRGLHWVMEVLQATCRRTLEVARTSLLYLSSSLGTERFSSVAGTPEIQELKAAAELRSRLR.... The pIC50 is 5.1. (3) The target protein (P35626) has sequence MADLEAVLADVSYLMAMEKSKATPAARASKRIVLPEPSIRSVMQKYLAERNEITFDKIFNQKIGFLLFKDFCLNEINEAVPQVKFYEEIKEYEKLDNEEDRLCRSRQIYDAYIMKELLSCSHPFSKQAVEHVQSHLSKKQVTSTLFQPYIEEICESLRGDIFQKFMESDKFTRFCQWKNVELNIHLTMNEFSVHRIIGRGGFGEVYGCRKADTGKMYAMKCLDKKRIKMKQGETLALNERIMLSLVSTGDCPFIVCMTYAFHTPDKLCFILDLMNGGDLHYHLSQHGVFSEKEMRFYATEIILGLEHMHNRFVVYRDLKPANILLDEHGHARISDLGLACDFSKKKPHASVGTHGYMAPEVLQKGTAYDSSADWFSLGCMLFKLLRGHSPFRQHKTKDKHEIDRMTLTVNVELPDTFSPELKSLLEGLLQRDVSKRLGCHGGGSQEVKEHSFFKGVDWQHVYLQKYPPPLIPPRGEVNAADAFDIGSFDEEDTKGIKLLD.... The pIC50 is 8.3. The small molecule is Cn1c(CNc2cccc(C(=O)NCc3ccccc3C(F)(F)F)c2)nnc1-c1ccncc1.